This data is from Full USPTO retrosynthesis dataset with 1.9M reactions from patents (1976-2016). The task is: Predict the reactants needed to synthesize the given product. (1) Given the product [CH2:1]([O:8][C:9]1[CH:14]=[CH:13][N:12]=[C:11]([CH2:15][OH:16])[C:10]=1[CH3:20])[CH2:2][CH2:3][CH2:4][CH2:5][CH2:6][CH3:7], predict the reactants needed to synthesize it. The reactants are: [CH2:1]([O:8][C:9]1[CH:14]=[CH:13][N:12]=[C:11]([CH2:15][O:16]C(=O)C)[C:10]=1[CH3:20])[CH2:2][CH2:3][CH2:4][CH2:5][CH2:6][CH3:7].[OH-].[Na+]. (2) Given the product [NH2:23][C:21]1[CH:20]=[CH:19][C:3]([O:4][C:5]2[CH:10]=[CH:9][N:8]=[C:7]([NH:11][C:12]([N:14]3[CH2:15][CH2:16][CH2:17][CH2:18]3)=[O:13])[CH:6]=2)=[C:2]([F:1])[CH:22]=1, predict the reactants needed to synthesize it. The reactants are: [F:1][C:2]1[CH:22]=[C:21]([N+:23]([O-])=O)[CH:20]=[CH:19][C:3]=1[O:4][C:5]1[CH:10]=[CH:9][N:8]=[C:7]([NH:11][C:12]([N:14]2[CH2:18][CH2:17][CH2:16][CH2:15]2)=[O:13])[CH:6]=1.[Cl-].[NH4+]. (3) The reactants are: [Cl:1][C:2]1[CH:3]=[CH:4][C:5]2[NH:11][C:10]3[CH:12]=[CH:13][CH:14]=[CH:15][C:9]=3[C:8]([N:16]3[CH2:21][CH2:20][NH:19][CH2:18][CH2:17]3)=[N:7][C:6]=2[CH:22]=1.Cl[C:24]([O:26][CH2:27][CH2:28][Cl:29])=[O:25]. Given the product [Cl:29][CH2:28][CH2:27][O:26][C:24]([N:19]1[CH2:20][CH2:21][N:16]([C:8]2[C:9]3[CH:15]=[CH:14][CH:13]=[CH:12][C:10]=3[NH:11][C:5]3[CH:4]=[CH:3][C:2]([Cl:1])=[CH:22][C:6]=3[N:7]=2)[CH2:17][CH2:18]1)=[O:25], predict the reactants needed to synthesize it. (4) Given the product [C:29]([O:28][C:26]([C@H:23]1[CH2:22][C@@H:21]([C:33]([OH:35])=[O:34])[C@@H:20]([NH:19][C:17](=[O:18])[CH2:16][NH:15][C:13](=[O:14])[C:12]2[CH:36]=[CH:37][C:9]([OH:8])=[C:10]([C:38]([CH3:41])([CH3:40])[CH3:39])[CH:11]=2)[CH2:25][CH2:24]1)=[O:27])([CH3:32])([CH3:30])[CH3:31], predict the reactants needed to synthesize it. The reactants are: C([O:8][C:9]1[CH:37]=[CH:36][C:12]([C:13]([NH:15][CH2:16][C:17]([NH:19][C@H:20]2[CH2:25][CH2:24][C@@H:23]([C:26]([O:28][C:29]([CH3:32])([CH3:31])[CH3:30])=[O:27])[CH2:22][C@H:21]2[C:33]([OH:35])=[O:34])=[O:18])=[O:14])=[CH:11][C:10]=1[C:38]([CH3:41])([CH3:40])[CH3:39])C1C=CC=CC=1.[H][H]. (5) Given the product [Cl:12][C:13]1[CH:18]=[C:17]([S:19]([C:22]2[CH:27]=[CH:26][CH:25]=[CH:24][C:23]=2[S:28]([CH3:29])=[O:6])(=[O:20])=[O:21])[CH:16]=[CH:15][C:14]=1[NH:30][C:31](=[O:39])[C@:32]([OH:38])([CH3:37])[C:33]([F:35])([F:36])[F:34], predict the reactants needed to synthesize it. The reactants are: ClC1C=C(C=CC=1)C(OO)=[O:6].[Cl:12][C:13]1[CH:18]=[C:17]([S:19]([C:22]2[CH:27]=[CH:26][CH:25]=[CH:24][C:23]=2[S:28][CH3:29])(=[O:21])=[O:20])[CH:16]=[CH:15][C:14]=1[NH:30][C:31](=[O:39])[C@:32]([OH:38])([CH3:37])[C:33]([F:36])([F:35])[F:34]. (6) Given the product [O:30]([CH2:27][C:34]([N:33]1[CH:36]=[CH:38][CH:37]([C:17]2[CH:18]=[C:19]([CH:24]=[CH:25][CH:26]=2)[C:20]([O:22][CH3:23])=[O:21])[CH2:32]1)=[O:35])[C:10]1[CH:11]=[CH:12][CH:13]=[CH:14][CH:15]=1, predict the reactants needed to synthesize it. The reactants are: N1(C(OC[C:10]2[CH:15]=[CH:14][CH:13]=[CH:12][CH:11]=2)=O)CC=CC1.Br[C:17]1[CH:18]=[C:19]([CH:24]=[CH:25][CH:26]=1)[C:20]([O:22][CH3:23])=[O:21].[C:27]([O-:30])(=O)C.[K+].[CH3:32][N:33]([CH3:36])[CH:34]=[O:35].[CH3:37][CH2:38]OC(C)=O.